Dataset: Full USPTO retrosynthesis dataset with 1.9M reactions from patents (1976-2016). Task: Predict the reactants needed to synthesize the given product. (1) The reactants are: [CH2:1]([OH:6])[CH2:2][CH2:3][CH2:4][CH3:5].COC(OC)OC.O=[C:15]1[CH2:24][CH2:23][C:22]2[CH:21]=[C:20]([C@H:25]3[CH2:34][CH2:33][C@@:27]4([NH:31][C:30](=[O:32])[O:29][CH2:28]4)[CH2:26]3)[CH:19]=[CH:18][C:17]=2[CH2:16]1. Given the product [CH2:1]([O:6][CH:15]1[CH2:24][CH2:23][C:22]2[CH:21]=[C:20]([C@H:25]3[CH2:34][CH2:33][C@@:27]4([NH:31][C:30](=[O:32])[O:29][CH2:28]4)[CH2:26]3)[CH:19]=[CH:18][C:17]=2[CH2:16]1)[CH2:2][CH2:3][CH2:4][CH3:5], predict the reactants needed to synthesize it. (2) The reactants are: [C:1]([O:5][C:6]([NH:8][C@@H:9]([C@@H:14]([O:16][CH3:17])[CH3:15])[C:10]([O:12]C)=[O:11])=[O:7])([CH3:4])([CH3:3])[CH3:2].O[Li].O. Given the product [C:1]([O:5][C:6]([NH:8][C@@H:9]([C@@H:14]([O:16][CH3:17])[CH3:15])[C:10]([OH:12])=[O:11])=[O:7])([CH3:3])([CH3:4])[CH3:2], predict the reactants needed to synthesize it. (3) Given the product [C:19]1([C@@H:17]2[CH2:18][C@H:16]2[NH:9][CH2:8][C@H:5]2[CH2:4][CH2:3][C@H:2]([NH:1][CH2:25][C:27]3[CH:35]=[CH:34][C:30]([C:31]([OH:33])=[O:32])=[CH:29][CH:28]=3)[CH2:7][CH2:6]2)[CH:20]=[CH:21][CH:22]=[CH:23][CH:24]=1, predict the reactants needed to synthesize it. The reactants are: [NH2:1][C@H:2]1[CH2:7][CH2:6][C@H:5]([CH2:8][N:9]([C@@H:16]2[CH2:18][C@H:17]2[C:19]2[CH:24]=[CH:23][CH:22]=[CH:21][CH:20]=2)C(=O)C(F)(F)F)[CH2:4][CH2:3]1.[CH:25]([C:27]1[CH:35]=[CH:34][C:30]([C:31]([OH:33])=[O:32])=[CH:29][CH:28]=1)=O.C(O[BH-](OC(=O)C)OC(=O)C)(=O)C.[Na+]. (4) Given the product [CH:14]1([CH2:13][N:6]2[C:2]([CH3:1])=[CH:3][CH:4]=[C:5]2[C:7]([O:9][CH2:10][CH3:11])=[O:8])[CH2:19][CH2:18][CH2:17][CH2:16][CH2:15]1, predict the reactants needed to synthesize it. The reactants are: [CH3:1][C:2]1[NH:6][C:5]([C:7]([O:9][CH2:10][CH3:11])=[O:8])=[CH:4][CH:3]=1.Br[CH2:13][CH:14]1[CH2:19][CH2:18][CH2:17][CH2:16][CH2:15]1.C([O-])([O-])=O.[K+].[K+].[H-].[Na+]. (5) Given the product [CH3:8][O:7][C:5](=[O:6])[CH2:4][C:63]1[CH:64]=[CH:65][CH:66]=[CH:67][C:68]=1[C:18]#[C:19][C:21]1[C:26]([C:27]([F:30])([F:29])[F:28])=[CH:25][N:24]=[C:23]([NH:31][C:32]2[CH:37]=[CH:36][C:35]([CH:38]3[CH2:42][CH2:41][N:40]([C:43]([O:45][C:46]([CH3:49])([CH3:48])[CH3:47])=[O:44])[CH2:39]3)=[CH:34][CH:33]=2)[N:22]=1, predict the reactants needed to synthesize it. The reactants are: C(C1C=CC=C[C:4]=1[C:5]([O:7][CH3:8])=[O:6])#C.C(N([CH2:18][CH3:19])CC)C.Cl[C:21]1[C:26]([C:27]([F:30])([F:29])[F:28])=[CH:25][N:24]=[C:23]([NH:31][C:32]2[CH:37]=[CH:36][C:35]([CH:38]3[CH2:42][CH2:41][N:40]([C:43]([O:45][C:46]([CH3:49])([CH3:48])[CH3:47])=[O:44])[CH2:39]3)=[CH:34][CH:33]=2)[N:22]=1.[C:63]1(P([C:63]2[CH:68]=[CH:67][CH:66]=[CH:65][CH:64]=2)[C:63]2[CH:68]=[CH:67][CH:66]=[CH:65][CH:64]=2)[CH:68]=[CH:67][CH:66]=[CH:65][CH:64]=1. (6) Given the product [CH2:16]([O:1][C:2]1[CH:3]=[CH:4][C:5]([C:6]([C:8]2[CH:13]=[CH:12][CH:11]=[CH:10][CH:9]=2)=[O:7])=[CH:14][CH:15]=1)[CH:18]1[O:20][CH2:19]1, predict the reactants needed to synthesize it. The reactants are: [OH:1][C:2]1[CH:15]=[CH:14][C:5]([C:6]([C:8]2[CH:13]=[CH:12][CH:11]=[CH:10][CH:9]=2)=[O:7])=[CH:4][CH:3]=1.[CH2:16]([CH:18]1[O:20][CH2:19]1)Cl.C(=O)([O-])[O-].[K+].[K+].